From a dataset of Full USPTO retrosynthesis dataset with 1.9M reactions from patents (1976-2016). Predict the reactants needed to synthesize the given product. Given the product [F:18][C:12]1[CH:13]=[C:14]([F:17])[CH:15]=[CH:16][C:11]=1[C:8]1[CH:9]=[N:10][C:5]2[N:6]([CH:19]=[C:3]([CH2:2][O:26][C:20]3[CH:25]=[CH:24][CH:23]=[CH:22][CH:21]=3)[N:4]=2)[N:7]=1, predict the reactants needed to synthesize it. The reactants are: Cl[CH2:2][C:3]1[N:4]=[C:5]2[N:10]=[CH:9][C:8]([C:11]3[CH:16]=[CH:15][C:14]([F:17])=[CH:13][C:12]=3[F:18])=[N:7][N:6]2[CH:19]=1.[C:20]1([OH:26])[CH:25]=[CH:24][CH:23]=[CH:22][CH:21]=1.C(=O)([O-])[O-].[K+].[K+].